This data is from Forward reaction prediction with 1.9M reactions from USPTO patents (1976-2016). The task is: Predict the product of the given reaction. (1) Given the reactants Br[C:2]1[CH:7]=[CH:6][C:5]([C:8]2[O:12][N:11]=[C:10]([CH3:13])[C:9]=2[CH:14]([OH:28])[CH2:15][O:16][CH2:17][C:18]2[CH:23]=[CH:22][CH:21]=[C:20]([C:24]([F:27])([F:26])[F:25])[CH:19]=2)=[CH:4][CH:3]=1.[CH2:29]([O:31][C:32](=[O:49])[CH2:33][C:34]1[CH:39]=[CH:38][C:37](B2OC(C)(C)C(C)(C)O2)=[CH:36][CH:35]=1)[CH3:30], predict the reaction product. The product is: [CH2:29]([O:31][C:32](=[O:49])[CH2:33][C:34]1[CH:39]=[CH:38][C:37]([C:2]2[CH:3]=[CH:4][C:5]([C:8]3[O:12][N:11]=[C:10]([CH3:13])[C:9]=3[CH:14]([OH:28])[CH2:15][O:16][CH2:17][C:18]3[CH:23]=[CH:22][CH:21]=[C:20]([C:24]([F:25])([F:27])[F:26])[CH:19]=3)=[CH:6][CH:7]=2)=[CH:36][CH:35]=1)[CH3:30]. (2) Given the reactants [CH2:1]([N:3]1[C:7]([CH2:8][CH2:9][N:10]2[C:14](=[O:15])[C:13]3=[CH:16][CH:17]=[CH:18][CH:19]=[C:12]3[C:11]2=[O:20])=[CH:6][C:5]([C:21]([NH2:23])=O)=[N:4]1)[CH3:2].S(Cl)(Cl)=O, predict the reaction product. The product is: [CH2:1]([N:3]1[C:7]([CH2:8][CH2:9][N:10]2[C:11](=[O:20])[C:12]3=[CH:19][CH:18]=[CH:17][CH:16]=[C:13]3[C:14]2=[O:15])=[CH:6][C:5]([C:21]#[N:23])=[N:4]1)[CH3:2]. (3) Given the reactants [Cl:1][C:2]1[C:3]([CH2:8][NH:9][C:10]([CH:12]2[CH2:20][CH2:19][CH2:18][C:17]3[N:16]([CH3:21])[N:15]=[CH:14][C:13]2=3)=O)=[N:4][CH:5]=[CH:6][N:7]=1.O=P(Cl)(Cl)Cl.CN(C=O)C, predict the reaction product. The product is: [Cl:1][C:2]1[C:3]2[N:4]([C:10]([CH:12]3[CH2:20][CH2:19][CH2:18][C:17]4[N:16]([CH3:21])[N:15]=[CH:14][C:13]3=4)=[N:9][CH:8]=2)[CH:5]=[CH:6][N:7]=1. (4) Given the reactants [CH3:1][C:2]1[CH:3]=[C:4]([CH:8]=[CH:9][C:10]=1[C:11]([N:13]1[CH2:17][CH2:16][CH2:15][CH2:14]1)=[O:12])[C:5]([OH:7])=O.CN(C(ON1N=NC2C=CC=CC1=2)=[N+](C)C)C.[B-](F)(F)(F)F.C(N(C(C)C)CC)(C)C.[Cl:49][C:50]1[CH:65]=[CH:64][C:53]2[NH:54][C:55]([C:57]3([NH2:63])[CH2:62][CH2:61][CH2:60][CH2:59][CH2:58]3)=[N:56][C:52]=2[CH:51]=1.ClCl, predict the reaction product. The product is: [Cl:49][C:50]1[CH:65]=[CH:64][C:53]2[NH:54][C:55]([C:57]3([NH:63][C:5](=[O:7])[C:4]4[CH:8]=[CH:9][C:10]([C:11]([N:13]5[CH2:17][CH2:16][CH2:15][CH2:14]5)=[O:12])=[C:2]([CH3:1])[CH:3]=4)[CH2:62][CH2:61][CH2:60][CH2:59][CH2:58]3)=[N:56][C:52]=2[CH:51]=1. (5) Given the reactants [C:1]([NH:9][C:10]1[CH:11]=[C:12]([NH:17][C:18](=[O:26])[C:19]2[CH:24]=[CH:23][C:22](Cl)=[N:21][CH:20]=2)[CH:13]=[CH:14][C:15]=1[Cl:16])(=[O:8])[C:2]1[CH:7]=[CH:6][CH:5]=[CH:4][CH:3]=1.[C:27]([N:30]1[CH2:35][CH2:34][NH:33][CH2:32][CH2:31]1)(=[O:29])[CH3:28], predict the reaction product. The product is: [C:27]([N:30]1[CH2:35][CH2:34][N:33]([C:22]2[CH:23]=[CH:24][C:19]([C:18]([NH:17][C:12]3[CH:13]=[CH:14][C:15]([Cl:16])=[C:10]([NH:9][C:1](=[O:8])[C:2]4[CH:7]=[CH:6][CH:5]=[CH:4][CH:3]=4)[CH:11]=3)=[O:26])=[CH:20][N:21]=2)[CH2:32][CH2:31]1)(=[O:29])[CH3:28]. (6) Given the reactants Cl[C:2]1[CH:3]=[CH:4][C:5]2[N:6]([C:8]([C:11]([F:28])([F:27])[C:12]3[CH:13]=[C:14]4[C:19](=[CH:20][CH:21]=3)[N:18]=[CH:17][C:16]([O:22][CH2:23][CH2:24][O:25][CH3:26])=[CH:15]4)=[N:9][N:10]=2)[N:7]=1.[F:29][C:30]1[CH:31]=[C:32](B(O)O)[CH:33]=[C:34]([F:36])[CH:35]=1.FC1C=C(C2C=C(F)C3N(C(C(F)(F)C4C=C5C(=CC=4)N=CC(OC)=C5)=NN=3)C=2)C=C(F)C=1, predict the reaction product. The product is: [F:29][C:30]1[CH:31]=[C:32]([C:2]2[CH:3]=[CH:4][C:5]3[N:6]([C:8]([C:11]([F:28])([F:27])[C:12]4[CH:13]=[C:14]5[C:19](=[CH:20][CH:21]=4)[N:18]=[CH:17][C:16]([O:22][CH2:23][CH2:24][O:25][CH3:26])=[CH:15]5)=[N:9][N:10]=3)[N:7]=2)[CH:33]=[C:34]([F:36])[CH:35]=1. (7) Given the reactants [N+:1]([C:4]1[CH:12]=[CH:11][C:7]([C:8](Cl)=[O:9])=[CH:6][CH:5]=1)([O-:3])=[O:2].[C:13]1([O:19][CH3:20])[CH:18]=[CH:17][CH:16]=[CH:15][CH:14]=1.[Cl-].[Al+3].[Cl-].[Cl-].Cl, predict the reaction product. The product is: [CH3:20][O:19][C:13]1[CH:18]=[CH:17][C:16]([C:8]([C:7]2[CH:11]=[CH:12][C:4]([N+:1]([O-:3])=[O:2])=[CH:5][CH:6]=2)=[O:9])=[CH:15][CH:14]=1.